Dataset: Experimentally validated miRNA-target interactions with 360,000+ pairs, plus equal number of negative samples. Task: Binary Classification. Given a miRNA mature sequence and a target amino acid sequence, predict their likelihood of interaction. (1) The miRNA is hsa-miR-19a-5p with sequence AGUUUUGCAUAGUUGCACUACA. The protein sequence of the target gene is MAAAATAAEGVPSRGPPGEVIHLNVGGKRFSTSRQTLTWIPDSFFSSLLSGRISTLKDETGAIFIDRDPTVFAPILNFLRTKELDPRGVHGSSLLHEAQFYGLTPLVRRLQLREELDRSSCGNVLFNGYLPPPVFPVKRRNRHSLVGPQQLGGRPAPVRRSNTMPPNLGNAGLLGRMLDEKTPPSPSGQPEEPGMVRLVCGHHNWIAVAYTQFLVCYRLKEASGWQLVFSSPRLDWPIERLALTARVHGGALGEHDKMVAAATGSEILLWALQAEGGGSEIGVFHLGVPVEALFFVGNQL.... Result: 0 (no interaction). (2) The miRNA is hsa-miR-3615 with sequence UCUCUCGGCUCCUCGCGGCUC. The protein sequence of the target gene is MSSAAGFCASRPGLLFLGLLLLPLVVAFASAEAEEDGDLQCLCVKTTSQVRPRHITSLEVIKAGPHCPTAQLIATLKNGRKICLDLQAPLYKKIIKKLLES. Result: 0 (no interaction). (3) The miRNA is hsa-miR-6726-3p with sequence CUCGCCCUGUCUCCCGCUAG. The protein sequence of the target gene is MAAPSWRGARLVQSVLRVWQVGPHVARERVIPFSSLLGFQRRCVSCVAGSAFSGPRLASASRSNGQGSALDHFLGFSQPDSSVTPCVPAVSMNRDEQDVLLVHHPDMPENSRVLRVVLLGAPNAGKSTLSNQLLGRKVFPVSRKVHTTRCQALGVITEKETQVILLDTPGIISPGKQKRHHLELSLLEDPWKSMESADLVVVLVDVSDKWTRNQLSPQLLRCLTKYSQIPSVLVMNKVDCLKQKSVLLELTAALTEGVVNGKKLKMRQAFHSHPGTHCPSPAVKDPNTQSVGNPQRIGWP.... Result: 0 (no interaction).